Dataset: Reaction yield outcomes from USPTO patents with 853,638 reactions. Task: Predict the reaction yield, written as a fraction of the theoretical maximum amount of product (1.0 means a 100% yield; for example, 0.34 means a 34% yield). (1) The reactants are [Cl:1][C:2]1[CH:7]=[CH:6][C:5]([O:8][C:9]2[CH:14]=[CH:13][C:12]([CH2:15][CH2:16][O:17][C:18]3[NH:19][CH:20]=[C:21]([CH2:25][CH3:26])[C:22](=[O:24])[N:23]=3)=[CH:11][CH:10]=2)=[CH:4][C:3]=1[CH3:27].[CH3:28]CN(C(C)C)C(C)C.CI. The catalyst is C(Cl)Cl. The product is [Cl:1][C:2]1[CH:7]=[CH:6][C:5]([O:8][C:9]2[CH:10]=[CH:11][C:12]([CH2:15][CH2:16][O:17][C:18]3[N:19]([CH3:28])[CH:20]=[C:21]([CH2:25][CH3:26])[C:22](=[O:24])[N:23]=3)=[CH:13][CH:14]=2)=[CH:4][C:3]=1[CH3:27]. The yield is 0.257. (2) The reactants are C([O-])(O)=O.[Na+].[N+:6]([C:9]1[CH:10]=[CH:11][C:12]2[NH:16][S:15](=[O:18])(=[O:17])[CH2:14][C:13]=2[CH:19]=1)([O-:8])=[O:7].I[CH3:21]. The catalyst is O. The product is [CH3:21][N:16]1[C:12]2[CH:11]=[CH:10][C:9]([N+:6]([O-:8])=[O:7])=[CH:19][C:13]=2[CH2:14][S:15]1(=[O:18])=[O:17]. The yield is 0.620. (3) The reactants are [CH:1]1([C:4]2[NH:5][C:6]3[CH:7]=[CH:8][CH:9]=[CH:10][C:11]=3[C:12]3[C:13]=2[C:14](=[O:26])[N:15]([C:17]2[CH:25]=[CH:24][C:20]([C:21](Cl)=[O:22])=[CH:19][CH:18]=2)[N:16]=3)[CH2:3][CH2:2]1.[CH3:27][N:28]([CH3:33])[CH2:29][CH2:30][CH2:31][NH2:32]. The catalyst is O1CCCC1. The product is [CH3:27][N:28]([CH3:33])[CH2:29][CH2:30][CH2:31][NH:32][C:21](=[O:22])[C:20]1[CH:19]=[CH:18][C:17]([N:15]2[C:14](=[O:26])[C:13]3=[C:4]([CH:1]4[CH2:3][CH2:2]4)[NH:5][C:6]4[CH:7]=[CH:8][CH:9]=[CH:10][C:11]=4[C:12]3=[N:16]2)=[CH:25][CH:24]=1. The yield is 0.470.